This data is from Peptide-MHC class I binding affinity with 185,985 pairs from IEDB/IMGT. The task is: Regression. Given a peptide amino acid sequence and an MHC pseudo amino acid sequence, predict their binding affinity value. This is MHC class I binding data. (1) The peptide sequence is MIDSDEWVY. The MHC is HLA-A23:01 with pseudo-sequence HLA-A23:01. The binding affinity (normalized) is 0.0847. (2) The peptide sequence is YRHDGGNVL. The MHC is Mamu-A2601 with pseudo-sequence Mamu-A2601. The binding affinity (normalized) is 0. (3) The peptide sequence is TNYSGFMPK. The MHC is HLA-A31:01 with pseudo-sequence HLA-A31:01. The binding affinity (normalized) is 0.565. (4) The peptide sequence is AVFEIFFRK. The MHC is HLA-A11:01 with pseudo-sequence HLA-A11:01. The binding affinity (normalized) is 0.764. (5) The peptide sequence is ATVGIMIGV. The MHC is HLA-A02:03 with pseudo-sequence HLA-A02:03. The binding affinity (normalized) is 0.723. (6) The peptide sequence is FPYIMGSVEL. The MHC is HLA-B54:01 with pseudo-sequence HLA-B54:01. The binding affinity (normalized) is 0.534. (7) The peptide sequence is LFLRRRCPL. The MHC is HLA-B08:01 with pseudo-sequence HLA-B08:01. The binding affinity (normalized) is 1.00. (8) The peptide sequence is EFIPNLFCM. The MHC is HLA-B07:02 with pseudo-sequence HLA-B07:02. The binding affinity (normalized) is 0.213.